Dataset: NCI-60 drug combinations with 297,098 pairs across 59 cell lines. Task: Regression. Given two drug SMILES strings and cell line genomic features, predict the synergy score measuring deviation from expected non-interaction effect. Drug 1: CN(C)C1=NC(=NC(=N1)N(C)C)N(C)C. Drug 2: C1=NC2=C(N=C(N=C2N1C3C(C(C(O3)CO)O)O)F)N. Cell line: NCI-H522. Synergy scores: CSS=-1.59, Synergy_ZIP=-3.79, Synergy_Bliss=-6.30, Synergy_Loewe=-24.2, Synergy_HSA=-9.40.